Dataset: Catalyst prediction with 721,799 reactions and 888 catalyst types from USPTO. Task: Predict which catalyst facilitates the given reaction. (1) Reactant: C[O:2][C:3](=[O:24])[C:4]1[CH:9]=[CH:8][C:7]([S:10][C:11]2[CH:16]=[CH:15][C:14]([CH2:17][N:18]3[CH2:23][CH2:22][O:21][CH2:20][CH2:19]3)=[CH:13][CH:12]=2)=[CH:6][CH:5]=1.[OH-].[Na+].Cl. Product: [N:18]1([CH2:17][C:14]2[CH:15]=[CH:16][C:11]([S:10][C:7]3[CH:6]=[CH:5][C:4]([C:3]([OH:24])=[O:2])=[CH:9][CH:8]=3)=[CH:12][CH:13]=2)[CH2:23][CH2:22][O:21][CH2:20][CH2:19]1. The catalyst class is: 12. (2) Reactant: [C:1]([O:5][C:6]([N:8]1[C@H:12]([C:13]([OH:15])=O)[CH2:11][Si:10]([CH3:17])([CH3:16])[CH2:9]1)=[O:7])([CH3:4])([CH3:3])[CH3:2].O.[Cl-].COC1N=C(OC)N=C([N+]2(C)CCOCC2)N=1.[F:37][C:38]1[CH:43]=[CH:42][CH:41]=[CH:40][C:39]=1[C@H:44]([NH:46][CH2:47][C:48]1[CH:57]=[CH:56][C:51]([C:52]([O:54][CH3:55])=[O:53])=[CH:50][CH:49]=1)[CH3:45].CCN(C(C)C)C(C)C. Product: [F:37][C:38]1[CH:43]=[CH:42][CH:41]=[CH:40][C:39]=1[C@H:44]([N:46]([CH2:47][C:48]1[CH:49]=[CH:50][C:51]([C:52]([O:54][CH3:55])=[O:53])=[CH:56][CH:57]=1)[C:13]([C@H:12]1[N:8]([C:6]([O:5][C:1]([CH3:2])([CH3:3])[CH3:4])=[O:7])[CH2:9][Si:10]([CH3:17])([CH3:16])[CH2:11]1)=[O:15])[CH3:45]. The catalyst class is: 448. (3) Reactant: Cl[C:2]1[N:7]=[C:6]2[N:8]([CH:11]3[CH2:16][CH2:15][O:14][CH2:13][CH2:12]3)[N:9]=[CH:10][C:5]2=[C:4]([NH:17][C:18]2[CH:22]=[C:21]([CH3:23])[NH:20][N:19]=2)[N:3]=1.C1OCCOCCOCCOCCOC1.[F:39][C:40]1[CH:45]=[CH:44][C:43]([S:46]([O-:48])=[O:47])=[CH:42][CH:41]=1.[Na+]. Product: [F:39][C:40]1[CH:45]=[CH:44][C:43]([S:46]([C:2]2[N:7]=[C:6]3[N:8]([CH:11]4[CH2:16][CH2:15][O:14][CH2:13][CH2:12]4)[N:9]=[CH:10][C:5]3=[C:4]([NH:17][C:18]3[CH:22]=[C:21]([CH3:23])[NH:20][N:19]=3)[N:3]=2)(=[O:48])=[O:47])=[CH:42][CH:41]=1. The catalyst class is: 16.